This data is from Catalyst prediction with 721,799 reactions and 888 catalyst types from USPTO. The task is: Predict which catalyst facilitates the given reaction. Reactant: [Cl:1][C:2]1[N:7]=[C:6]([N:8]([CH:16]([CH3:18])[CH3:17])[C@@H:9]([CH2:14][CH3:15])[C:10](OC)=[O:11])[C:5]([N+:19]([O-])=O)=[CH:4][N:3]=1. Product: [Cl:1][C:2]1[N:3]=[CH:4][C:5]2[NH:19][C:10](=[O:11])[C@H:9]([CH2:14][CH3:15])[N:8]([CH:16]([CH3:18])[CH3:17])[C:6]=2[N:7]=1. The catalyst class is: 180.